Dataset: Catalyst prediction with 721,799 reactions and 888 catalyst types from USPTO. Task: Predict which catalyst facilitates the given reaction. (1) The catalyst class is: 83. Reactant: O.[OH-].[Li+].[F:4][C:5]1[CH:10]=[CH:9][C:8](/[C:11](=[N:22]\[O:23][CH2:24][C:25]2[CH:30]=[CH:29][C:28]([O:31][CH2:32][C:33]3[N:34]=[C:35]([C:39]4[CH:44]=[CH:43][CH:42]=[CH:41][CH:40]=4)[O:36][C:37]=3[CH3:38])=[CH:27][CH:26]=2)/[CH2:12][CH2:13][CH2:14][CH2:15][CH2:16][CH2:17][C:18]([O:20]C)=[O:19])=[CH:7][CH:6]=1.O.Cl. Product: [F:4][C:5]1[CH:6]=[CH:7][C:8](/[C:11](=[N:22]\[O:23][CH2:24][C:25]2[CH:30]=[CH:29][C:28]([O:31][CH2:32][C:33]3[N:34]=[C:35]([C:39]4[CH:40]=[CH:41][CH:42]=[CH:43][CH:44]=4)[O:36][C:37]=3[CH3:38])=[CH:27][CH:26]=2)/[CH2:12][CH2:13][CH2:14][CH2:15][CH2:16][CH2:17][C:18]([OH:20])=[O:19])=[CH:9][CH:10]=1. (2) Reactant: [C:9](O[C:9]([O:11][C:12]([CH3:15])([CH3:14])[CH3:13])=[O:10])([O:11][C:12]([CH3:15])([CH3:14])[CH3:13])=[O:10].[CH2:16]([NH:23][CH2:24][CH2:25][O:26][C:27]1[CH:32]=[CH:31][CH:30]=[CH:29][C:28]=1[Br:33])[C:17]1[CH:22]=[CH:21][CH:20]=[CH:19][CH:18]=1. Product: [CH2:16]([N:23]([CH2:24][CH2:25][O:26][C:27]1[CH:32]=[CH:31][CH:30]=[CH:29][C:28]=1[Br:33])[C:9](=[O:10])[O:11][C:12]([CH3:13])([CH3:14])[CH3:15])[C:17]1[CH:18]=[CH:19][CH:20]=[CH:21][CH:22]=1. The catalyst class is: 2. (3) Reactant: Br[C:2]1[C:3]([NH:17][C:18](=[O:23])[C:19]([CH3:22])([CH3:21])[CH3:20])=[CH:4][C:5]2[C:9]3[CH:10]=[CH:11][CH:12]=[CH:13][C:8]=3[S:7](=[O:15])(=[O:14])[C:6]=2[CH:16]=1.[C:24]([Li])(C)(C)C.CCCCC.IC.C([O-])(=O)C.[NH4+]. Product: [CH3:24][C:2]1[C:3]([NH:17][C:18](=[O:23])[C:19]([CH3:22])([CH3:21])[CH3:20])=[CH:4][C:5]2[C:9]3[CH:10]=[CH:11][CH:12]=[CH:13][C:8]=3[S:7](=[O:15])(=[O:14])[C:6]=2[CH:16]=1. The catalyst class is: 76. (4) Reactant: [CH3:1][O:2][C:3]([C:5]1([CH3:17])[CH2:9][CH2:8][CH2:7][N:6]1[N:10]=[CH:11][CH2:12][C:13]([CH3:16])([CH3:15])[CH3:14])=[O:4].C(O)(=O)C.C([BH3-])#N.[Na+].C(=O)(O)[O-].[Na+]. Product: [CH3:1][O:2][C:3]([C:5]1([CH3:17])[CH2:9][CH2:8][CH2:7][N:6]1[NH:10][CH2:11][CH2:12][C:13]([CH3:16])([CH3:15])[CH3:14])=[O:4]. The catalyst class is: 5.